From a dataset of Peptide-MHC class I binding affinity with 185,985 pairs from IEDB/IMGT. Regression. Given a peptide amino acid sequence and an MHC pseudo amino acid sequence, predict their binding affinity value. This is MHC class I binding data. (1) The peptide sequence is YTLNNGVAM. The MHC is HLA-A02:03 with pseudo-sequence HLA-A02:03. The binding affinity (normalized) is 0.545. (2) The peptide sequence is WMACNSAAF. The MHC is BoLA-AW10 with pseudo-sequence BoLA-AW10. The binding affinity (normalized) is 0.0641. (3) The MHC is HLA-A02:02 with pseudo-sequence HLA-A02:02. The peptide sequence is SSWAVHWFS. The binding affinity (normalized) is 0.220. (4) The peptide sequence is LEGLADAIW. The binding affinity (normalized) is 0.0847. The MHC is HLA-B15:17 with pseudo-sequence HLA-B15:17.